This data is from Reaction yield outcomes from USPTO patents with 853,638 reactions. The task is: Predict the reaction yield, written as a fraction of the theoretical maximum amount of product (1.0 means a 100% yield; for example, 0.34 means a 34% yield). The reactants are [C:1]([NH:5][C:6]([NH:8][C:9]1[C:10]([CH3:30])=[C:11]([CH:28]=[O:29])[C:12]2[O:16][CH2:15][C@H:14]([C:17]3[CH:22]=[CH:21][C:20]([CH:23]([CH3:25])[CH3:24])=[CH:19][CH:18]=3)[C:13]=2[C:26]=1[CH3:27])=[O:7])([CH3:4])([CH3:3])[CH3:2].C(OCC)(=O)C.CCCCCC. The catalyst is C(Cl)(Cl)Cl. The product is [C:1]([NH:5][C:6]([NH:8][C:9]1[C:10]([CH3:30])=[C:11]([CH2:28][OH:29])[C:12]2[O:16][CH2:15][C@H:14]([C:17]3[CH:18]=[CH:19][C:20]([CH:23]([CH3:25])[CH3:24])=[CH:21][CH:22]=3)[C:13]=2[C:26]=1[CH3:27])=[O:7])([CH3:3])([CH3:2])[CH3:4]. The yield is 0.970.